From a dataset of Forward reaction prediction with 1.9M reactions from USPTO patents (1976-2016). Predict the product of the given reaction. Given the reactants [CH2:1]([C:3]1[CH:8]=[CH:7][CH:6]=[C:5]([CH2:9][CH3:10])[C:4]=1[C:11]1[CH:16]=[C:15]([O:17][CH3:18])[C:14]([C:19]([CH2:23][CH2:24][CH3:25])=[CH:20][CH2:21][CH3:22])=[CH:13][N:12]=1)[CH3:2], predict the reaction product. The product is: [CH2:9]([C:5]1[CH:6]=[CH:7][CH:8]=[C:3]([CH2:1][CH3:2])[C:4]=1[C:11]1[CH:16]=[C:15]([O:17][CH3:18])[C:14]([CH:19]([CH2:20][CH2:21][CH3:22])[CH2:23][CH2:24][CH3:25])=[CH:13][N:12]=1)[CH3:10].